Predict the product of the given reaction. From a dataset of Forward reaction prediction with 1.9M reactions from USPTO patents (1976-2016). (1) Given the reactants [CH2:1]([Li])[CH2:2][CH2:3][CH3:4].O=O.Br[C:9]1[CH:14]=[CH:13][C:12]([F:15])=[C:11]([CH2:16][C:17]2[CH:22]=[CH:21][C:20]([Cl:23])=[CH:19][CH:18]=2)[CH:10]=1.CON(C)[C:27](=[O:79])[C@H:28]([O:71]CC1C=CC=CC=1)[C@@H:29]([O:63][CH2:64][C:65]1[CH:70]=[CH:69][CH:68]=[CH:67][CH:66]=1)[C@H:30]([O:55][CH2:56][C:57]1[CH:62]=[CH:61][CH:60]=[CH:59][CH:58]=1)[C:31]([OH:54])([CH2:43][O:44][CH2:45][C:46]1[CH:51]=[CH:50][C:49]([O:52][CH3:53])=[CH:48][CH:47]=1)[CH2:32][O:33][CH2:34][C:35]1[CH:40]=[CH:39][C:38]([O:41][CH3:42])=[CH:37][CH:36]=1.[Al].O1C[CH2:85][CH2:84][CH2:83]1, predict the reaction product. The product is: [CH2:1]([O:71][CH:28]1[C@@H:29]([O:63][CH2:64][C:65]2[CH:66]=[CH:67][CH:68]=[CH:69][CH:70]=2)[C@H:30]([O:55][CH2:56][C:57]2[CH:62]=[CH:61][CH:60]=[CH:59][CH:58]=2)[C:31]([CH2:43][O:44][CH2:45][C:46]2[CH:47]=[CH:48][C:49]([O:52][CH3:53])=[CH:50][CH:51]=2)([CH2:32][O:33][CH2:34][C:35]2[CH:36]=[CH:37][C:38]([O:41][CH3:42])=[CH:39][CH:40]=2)[O:54][C:27]1([C:9]1[CH:14]=[CH:13][C:12]([F:15])=[C:11]([CH2:16][C:17]2[CH:22]=[CH:21][C:20]([Cl:23])=[CH:19][CH:18]=2)[CH:10]=1)[OH:79])[C:2]1[CH:85]=[CH:84][CH:83]=[CH:4][CH:3]=1. (2) Given the reactants [Cl:1][C:2]1[N:7]=[C:6](Cl)[C:5]([Cl:9])=[CH:4][N:3]=1.[NH2:10][C:11]1[CH:12]=[CH:13][C:14]2[C:20](=[O:21])[N:19]([CH2:22][CH3:23])[CH2:18][CH2:17][N:16]([CH2:24][CH3:25])[C:15]=2[CH:26]=1.CN(C)C=O.C(=O)([O-])[O-].[K+].[K+], predict the reaction product. The product is: [Cl:1][C:2]1[N:7]=[C:6]([NH:10][C:11]2[CH:12]=[CH:13][C:14]3[C:20](=[O:21])[N:19]([CH2:22][CH3:23])[CH2:18][CH2:17][N:16]([CH2:24][CH3:25])[C:15]=3[CH:26]=2)[C:5]([Cl:9])=[CH:4][N:3]=1. (3) Given the reactants [OH:1][C:2]1[CH:3]=[C:4]2[C:9](=[CH:10][CH:11]=1)[C:8](=[O:12])[NH:7][CH2:6][CH2:5]2.[F:13][C:14]1[CH:15]=[C:16]([CH:19]=[CH:20][CH:21]=1)[CH2:17]Br.C(=O)([O-])[O-].[K+].[K+].CN(C)C=O, predict the reaction product. The product is: [F:13][C:14]1[CH:15]=[C:16]([CH:19]=[CH:20][CH:21]=1)[CH2:17][O:1][C:2]1[CH:3]=[C:4]2[C:9](=[CH:10][CH:11]=1)[C:8](=[O:12])[NH:7][CH2:6][CH2:5]2. (4) Given the reactants [CH2:1]([O:3][C:4]1[C:8]([CH2:9][CH2:10][C:11]([O:13][CH2:14][CH3:15])=[O:12])=[CH:7][NH:6][N:5]=1)[CH3:2].[H-].[Na+].F[C:19]1[CH:24]=[CH:23][CH:22]=[CH:21][N:20]=1.Cl, predict the reaction product. The product is: [CH2:1]([O:3][C:4]1[C:8]([CH2:9][CH2:10][C:11]([O:13][CH2:14][CH3:15])=[O:12])=[CH:7][N:6]([C:19]2[CH:24]=[CH:23][CH:22]=[CH:21][N:20]=2)[N:5]=1)[CH3:2].